From a dataset of Peptide-MHC class I binding affinity with 185,985 pairs from IEDB/IMGT. Regression. Given a peptide amino acid sequence and an MHC pseudo amino acid sequence, predict their binding affinity value. This is MHC class I binding data. (1) The peptide sequence is RELHLSWEV. The MHC is HLA-B44:03 with pseudo-sequence HLA-B44:03. The binding affinity (normalized) is 0.717. (2) The peptide sequence is SEEVVENPTI. The MHC is HLA-B44:03 with pseudo-sequence HLA-B44:03. The binding affinity (normalized) is 0.358. (3) The peptide sequence is CYDLMSFLE. The MHC is HLA-A26:01 with pseudo-sequence HLA-A26:01. The binding affinity (normalized) is 0.0847. (4) The peptide sequence is ERYLKDQQL. The MHC is HLA-A24:02 with pseudo-sequence HLA-A24:02. The binding affinity (normalized) is 0. (5) The peptide sequence is WPRHRRLSI. The MHC is HLA-B40:01 with pseudo-sequence HLA-B40:01. The binding affinity (normalized) is 0.0847. (6) The peptide sequence is DVKASMLEK. The MHC is HLA-A33:01 with pseudo-sequence HLA-A33:01. The binding affinity (normalized) is 1.00.